From a dataset of Forward reaction prediction with 1.9M reactions from USPTO patents (1976-2016). Predict the product of the given reaction. (1) The product is: [O:6]=[C:5]1[CH2:4][CH:3]([C:7]2[CH:8]=[C:9]([CH:14]=[CH:15][CH:16]=2)[C:10]([O:12][CH3:13])=[O:11])[CH2:2]1. Given the reactants Cl[C:2]1(Cl)[C:5](=[O:6])[CH2:4][CH:3]1[C:7]1[CH:8]=[C:9]([CH:14]=[CH:15][CH:16]=1)[C:10]([O:12][CH3:13])=[O:11], predict the reaction product. (2) Given the reactants [F:1][C:2]1[CH:7]=[CH:6][C:5]([CH2:8][C:9]([NH:11][CH:12]2[CH2:17][CH2:16][NH:15][CH2:14][CH2:13]2)=[O:10])=[CH:4][CH:3]=1.[Br:18][C:19]1[CH:24]=[CH:23][C:22]([CH2:25]Br)=[CH:21][CH:20]=1.C(=O)([O-])[O-].[K+].[K+].O, predict the reaction product. The product is: [Br:18][C:19]1[CH:24]=[CH:23][C:22]([CH2:25][N:15]2[CH2:16][CH2:17][CH:12]([NH:11][C:9](=[O:10])[CH2:8][C:5]3[CH:6]=[CH:7][C:2]([F:1])=[CH:3][CH:4]=3)[CH2:13][CH2:14]2)=[CH:21][CH:20]=1. (3) Given the reactants [NH2:1][C:2]1[CH:3]=[C:4]2[C:9](=[C:10]([Cl:12])[CH:11]=1)[N:8]=[CH:7][C:6]([C:13]#[N:14])=[C:5]2[NH:15][C:16]1[CH:21]=[CH:20][C:19]([F:22])=[C:18]([Cl:23])[CH:17]=1.[CH3:24][S:25]([C:28]1[N:33]=[C:32]([CH:34]=O)[CH:31]=[CH:30][N:29]=1)(=[O:27])=[O:26].[BH3-]C#N.[Na+], predict the reaction product. The product is: [Cl:12][C:10]1[CH:11]=[C:2]([NH:1][CH2:34][C:32]2[CH:31]=[CH:30][N:29]=[C:28]([S:25]([CH3:24])(=[O:27])=[O:26])[N:33]=2)[CH:3]=[C:4]2[C:9]=1[N:8]=[CH:7][C:6]([C:13]#[N:14])=[C:5]2[NH:15][C:16]1[CH:21]=[CH:20][C:19]([F:22])=[C:18]([Cl:23])[CH:17]=1. (4) Given the reactants [K].[Cl:2][C:3]1[C:4](OC(N2CCN(C)CC2)=O)=[N:5][CH:6]=[CH:7][CH:8]=1.[F:19][C:20]([F:34])([F:33])[C:21]1[CH:22]=[C:23]([NH:31][NH2:32])[CH:24]=[C:25]([C:27]([F:30])([F:29])[F:28])[CH:26]=1.[CH3:35][N:36]1[CH2:41][CH2:40][O:39][CH2:38][CH2:37]1.F[P-](F)(F)(F)(F)F.N1(O[P+](N(C)C)(N(C)C)[N:60]([CH3:62])[CH3:61])C2C=CC=CC=2N=N1, predict the reaction product. The product is: [F:19][C:20]([F:33])([F:34])[C:21]1[CH:22]=[C:23]([NH:31][NH:32][C:38](=[O:39])[CH:37]([C:4]2[C:3]([Cl:2])=[CH:8][CH:7]=[CH:6][N:5]=2)[N:36]2[CH2:35][CH2:61][N:60]([CH3:62])[CH2:40][CH2:41]2)[CH:24]=[C:25]([C:27]([F:30])([F:28])[F:29])[CH:26]=1.